Task: Predict the reactants needed to synthesize the given product.. Dataset: Full USPTO retrosynthesis dataset with 1.9M reactions from patents (1976-2016) (1) The reactants are: [N+:1]([C:4]1[CH:9]=[CH:8][CH:7]=[CH:6][C:5]=1[OH:10])([O-:3])=[O:2].C(=O)([O-])[O-].[K+].[K+].[CH:17](Br)([CH3:19])[CH3:18]. Given the product [CH:17]([O:10][C:5]1[CH:6]=[CH:7][CH:8]=[CH:9][C:4]=1[N+:1]([O-:3])=[O:2])([CH3:19])[CH3:18], predict the reactants needed to synthesize it. (2) Given the product [Cl:1][C:2]1[CH:7]=[CH:6][C:5]([S:8]([N:11]2[C:20]3[CH:19]=[CH:18][CH:17]=[CH:16][C:15]=3[C:14]3[NH:63][N:64]=[C:22]([OH:24])[C:13]=3[CH2:12]2)(=[O:10])=[O:9])=[CH:4][CH:3]=1, predict the reactants needed to synthesize it. The reactants are: [Cl:1][C:2]1[CH:7]=[CH:6][C:5]([S:8]([N:11]2[C:20]3[C:15](=[CH:16][CH:17]=[CH:18][CH:19]=3)[C:14](=O)[CH:13]([C:22]([O:24]CC)=O)[CH2:12]2)(=[O:10])=[O:9])=[CH:4][CH:3]=1.ClC1C=CC(S(N2C3C(=CC=CC=3)C(=O)CC2)(=O)=O)=CC=1.CCOC(P(OCC)(OCC)=O)=O.[H-].[Na+].[NH2:63][NH2:64]. (3) Given the product [CH2:24]([N:26]([CH2:21][CH3:17])[C:27](=[O:28])[O:8][C:7]1[CH:9]=[C:10]([C:12]([CH3:15])([CH3:14])[CH3:13])[CH:11]=[C:5]([C:1]([CH3:4])([CH3:3])[CH3:2])[C:6]=1[O:16][C:27](=[O:28])[N:26]([CH2:30][CH3:31])[CH2:24][CH3:25])[CH3:25], predict the reactants needed to synthesize it. The reactants are: [C:1]([C:5]1[CH:11]=[C:10]([C:12]([CH3:15])([CH3:14])[CH3:13])[CH:9]=[C:7]([OH:8])[C:6]=1[OH:16])([CH3:4])([CH3:3])[CH3:2].[CH2:17]1[CH2:21]OCC1.[H-].[Na+].[CH2:24]([N:26]([CH2:30][CH3:31])[C:27](Cl)=[O:28])[CH3:25]. (4) Given the product [C:31]([NH:32][C@H:33]1[CH2:37][CH2:36][N:35]([C:9]2[CH:8]=[CH:7][C:3]([C:4]([NH2:6])=[O:5])=[C:2]([NH:12][C:13]3[CH:14]=[CH:15][C:16]([NH:19][C:20](=[O:25])[C:21]([CH3:22])([CH3:24])[CH3:23])=[CH:17][CH:18]=3)[N:10]=2)[CH2:34]1)(=[O:38])[CH:39]=[CH2:40], predict the reactants needed to synthesize it. The reactants are: Cl[C:2]1[N:10]=[C:9](Cl)[CH:8]=[CH:7][C:3]=1[C:4]([NH2:6])=[O:5].[NH2:12][C:13]1[CH:18]=[CH:17][C:16]([NH:19][C:20](=[O:25])[C:21]([CH3:24])([CH3:23])[CH3:22])=[CH:15][CH:14]=1.C(O[C:31](=[O:38])[NH:32][C@@H:33]1[CH2:37][CH2:36][NH:35][CH2:34]1)(C)(C)C.[C:39](O)(=O)[CH:40]=C. (5) Given the product [OH:66][CH2:65][CH2:64][CH2:63][N:60]1[C:61]([CH3:62])=[C:57]([C:54]2[N:53]=[C:52]([C:67](=[O:68])[NH:69][CH3:70])[C:51]([NH:50][C:26]3[C:27]([C:28]([F:29])([F:30])[F:31])=[CH:22][N:23]=[C:24]([NH:32][C:33]4[CH:47]=[CH:46][C:36]([CH2:37][P:38](=[O:45])([O:42][CH2:43][CH3:44])[O:39][CH2:40][CH3:41])=[CH:35][C:34]=4[O:48][CH3:49])[N:25]=3)=[CH:56][CH:55]=2)[CH:58]=[N:59]1, predict the reactants needed to synthesize it. The reactants are: OCCCN1C=C(C2C=CC(N[C:22]3[C:27]([C:28]([F:31])([F:30])[F:29])=[CH:26][N:25]=[C:24]([NH:32][C:33]4[CH:47]=[CH:46][C:36]([CH2:37][P:38](=[O:45])([O:42][CH2:43][CH3:44])[O:39][CH2:40][CH3:41])=[CH:35][C:34]=4[O:48][CH3:49])[N:23]=3)=C3C=2CN(C)C3=O)C=N1.[NH2:50][C:51]1[C:52]([C:67]([NH:69][CH3:70])=[O:68])=[N:53][C:54]([C:57]2[CH:58]=[N:59][N:60]([CH2:63][CH2:64][CH2:65][OH:66])[C:61]=2[CH3:62])=[CH:55][CH:56]=1.